Dataset: Catalyst prediction with 721,799 reactions and 888 catalyst types from USPTO. Task: Predict which catalyst facilitates the given reaction. (1) Reactant: Cl[C:2]1[CH:7]=[CH:6][N:5]2[N:8]=[CH:9][C:10]([CH:11]=[O:12])=[C:4]2[N:3]=1.[CH3:13][CH:14]([CH3:17])[CH2:15][NH2:16]. Product: [CH2:15]([NH:16][C:2]1[CH:7]=[CH:6][N:5]2[N:8]=[CH:9][C:10]([CH:11]=[O:12])=[C:4]2[N:3]=1)[CH:14]([CH3:17])[CH3:13]. The catalyst class is: 10. (2) Reactant: [F:1][C:2]([F:30])([O:7][C:8]1[CH:13]=[CH:12][C:11]([N:14]2[CH:18]=[N:17][C:16]([C:19]3[CH:29]=[CH:28][C:22](C(N=[N+]=[N-])=O)=[CH:21][CH:20]=3)=[N:15]2)=[CH:10][CH:9]=1)[C:3]([F:6])([F:5])[F:4].C1(C)C=CC=CC=1.[N-:38]=[C:39]=[O:40]. Product: [N:38]([C:22]1[CH:28]=[CH:29][C:19]([C:16]2[N:17]=[CH:18][N:14]([C:11]3[CH:12]=[CH:13][C:8]([O:7][C:2]([F:30])([F:1])[C:3]([F:4])([F:5])[F:6])=[CH:9][CH:10]=3)[N:15]=2)=[CH:20][CH:21]=1)=[C:39]=[O:40]. The catalyst class is: 4. (3) The catalyst class is: 4. Product: [C:2]([OH:7])(=[O:6])[CH2:3][CH2:4][CH3:5].[NH2:8][C@H:9]([C:20]([OH:22])=[O:21])[CH2:10][C:11]1[C:19]2[C:14](=[CH:15][CH:16]=[CH:17][CH:18]=2)[NH:13][CH:12]=1. Reactant: Cl.[C:2]([OH:7])(=[O:6])[CH2:3][CH2:4][CH3:5].[NH2:8][C@H:9]([C:20]([OH:22])=[O:21])[CH2:10][C:11]1[C:19]2[C:14](=[CH:15][CH:16]=[CH:17][CH:18]=2)[NH:13][CH:12]=1.C(N(CC)CC)C. (4) Reactant: Br[C:2]1[CH:3]=[C:4]2[C:9](=[CH:10][CH:11]=1)[N:8]=[C:7]([CH2:12][CH2:13][N:14]1[CH2:18][CH2:17][CH2:16][C@H:15]1[CH3:19])[CH:6]=[CH:5]2.C([Li])CCC.[F:25][C:26]1[CH:27]=[C:28]([CH:35]=[CH:36][CH:37]=1)[C:29](N(OC)C)=[O:30]. Product: [F:25][C:26]1[CH:27]=[C:28]([C:29]([C:2]2[CH:3]=[C:4]3[C:9](=[CH:10][CH:11]=2)[N:8]=[C:7]([CH2:12][CH2:13][N:14]2[CH2:18][CH2:17][CH2:16][C@H:15]2[CH3:19])[CH:6]=[CH:5]3)=[O:30])[CH:35]=[CH:36][CH:37]=1. The catalyst class is: 1. (5) Reactant: Cl[C:2]1[C:11]2[C:6](=[C:7]([O:14][CH3:15])[C:8]([O:12][CH3:13])=[CH:9][CH:10]=2)[N:5]=[CH:4][N:3]=1.[O:16]1[CH2:20][CH2:19][CH:18]([NH2:21])[CH2:17]1.CCN(C(C)C)C(C)C. Product: [CH3:13][O:12][C:8]1[C:7]([O:14][CH3:15])=[C:6]2[C:11]([C:2]([NH:21][CH:18]3[CH2:19][CH2:20][O:16][CH2:17]3)=[N:3][CH:4]=[N:5]2)=[CH:10][CH:9]=1. The catalyst class is: 3. (6) Reactant: [C:1]([CH2:3][C:4](O)=O)#[N:2].N1[CH2:12][CH2:11][CH2:10][CH2:9][CH2:8]1. Product: [NH:2]1[C:12]2[C:4](=[CH:8][CH:9]=[CH:10][CH:11]=2)[CH:3]=[CH:1]1. The catalyst class is: 22. (7) Reactant: [C:1]([O:5][C:6]([N:8]1[CH2:13][CH2:12][NH:11][CH2:10][CH2:9]1)=[O:7])([CH3:4])([CH3:3])[CH3:2].FC(F)(F)C([N:18]1[C:26]2[C:21](=[CH:22][C:23]([S:27](Cl)(=[O:29])=[O:28])=[CH:24][CH:25]=2)[CH2:20][CH2:19]1)=O.[OH-].[Na+]. Product: [NH:18]1[C:26]2[C:21](=[CH:22][C:23]([S:27]([N:11]3[CH2:12][CH2:13][N:8]([C:6]([O:5][C:1]([CH3:4])([CH3:2])[CH3:3])=[O:7])[CH2:9][CH2:10]3)(=[O:29])=[O:28])=[CH:24][CH:25]=2)[CH2:20][CH2:19]1. The catalyst class is: 4. (8) Reactant: [CH3:1][C:2]([S:5]([N:7]=[C:8]1[CH2:11][O:10][CH2:9]1)=[O:6])([CH3:4])[CH3:3].[F-].C[N+](C)(C)C.C[Si](C)(C)[C:20]([F:23])([F:22])[F:21]. Product: [CH3:4][C:2]([S:5]([NH:7][C:8]1([C:20]([F:23])([F:22])[F:21])[CH2:11][O:10][CH2:9]1)=[O:6])([CH3:1])[CH3:3]. The catalyst class is: 1.